From a dataset of Full USPTO retrosynthesis dataset with 1.9M reactions from patents (1976-2016). Predict the reactants needed to synthesize the given product. Given the product [Cl:16][C:17]1[N:18]=[C:19]([NH:8][CH:5]2[CH2:6][CH2:7][O:2][CH2:3][CH2:4]2)[C:20]([N+:29]([O-:31])=[O:30])=[C:21]([N:23]2[CH2:24][CH2:25][O:26][CH2:27][CH2:28]2)[N:22]=1, predict the reactants needed to synthesize it. The reactants are: Cl.[O:2]1[CH2:7][CH2:6][CH:5]([NH2:8])[CH2:4][CH2:3]1.C(N(CC)CC)C.[Cl:16][C:17]1[N:22]=[C:21]([N:23]2[CH2:28][CH2:27][O:26][CH2:25][CH2:24]2)[C:20]([N+:29]([O-:31])=[O:30])=[C:19](Cl)[N:18]=1.